From a dataset of Peptide-MHC class I binding affinity with 185,985 pairs from IEDB/IMGT. Regression. Given a peptide amino acid sequence and an MHC pseudo amino acid sequence, predict their binding affinity value. This is MHC class I binding data. (1) The peptide sequence is MPFIATPPV. The MHC is HLA-B35:01 with pseudo-sequence HLA-B35:01. The binding affinity (normalized) is 1.00. (2) The peptide sequence is IPLTEEAEL. The MHC is HLA-B18:01 with pseudo-sequence HLA-B18:01. The binding affinity (normalized) is 0. (3) The peptide sequence is KYMDNELVY. The MHC is HLA-A23:01 with pseudo-sequence HLA-A23:01. The binding affinity (normalized) is 0.699. (4) The peptide sequence is NPGFALLAGF. The MHC is HLA-B35:01 with pseudo-sequence HLA-B35:01. The binding affinity (normalized) is 0.205.